This data is from Full USPTO retrosynthesis dataset with 1.9M reactions from patents (1976-2016). The task is: Predict the reactants needed to synthesize the given product. (1) Given the product [Br:1][C:2]1[CH:3]=[C:4]([CH:12]([CH3:16])[C:13]([OH:15])=[O:14])[CH:5]=[C:6]([C:8]([F:11])([F:10])[F:9])[CH:7]=1, predict the reactants needed to synthesize it. The reactants are: [Br:1][C:2]1[CH:3]=[C:4]([CH2:12][C:13]([OH:15])=[O:14])[CH:5]=[C:6]([C:8]([F:11])([F:10])[F:9])[CH:7]=1.[CH3:16][Si]([N-][Si](C)(C)C)(C)C.[Li+].IC.Cl. (2) Given the product [CH3:9][S:8][C:5]1[CH:6]=[CH:7][C:2]([N:10]2[C:18]3[C:13](=[CH:14][CH:15]=[C:16]([C:19]([O:21][CH3:22])=[O:20])[CH:17]=3)[CH:12]=[CH:11]2)=[CH:3][CH:4]=1, predict the reactants needed to synthesize it. The reactants are: Br[C:2]1[CH:7]=[CH:6][C:5]([S:8][CH3:9])=[CH:4][CH:3]=1.[NH:10]1[C:18]2[C:13](=[CH:14][CH:15]=[C:16]([C:19]([O:21][CH3:22])=[O:20])[CH:17]=2)[CH:12]=[CH:11]1. (3) Given the product [F:36][C:33]1[CH:32]=[CH:31][C:30]([CH2:29][C@H:28]([NH:37][CH2:38][C:39]2[N:40]=[CH:41][S:42][CH:43]=2)[C:27]([NH:26][C:25]2[N:21]([CH2:20][CH2:19][OH:18])[N:22]=[C:23]([C:45]3[CH:50]=[CH:49][N:48]=[C:47]([NH:51][CH3:52])[CH:46]=3)[CH:24]=2)=[O:44])=[CH:35][CH:34]=1, predict the reactants needed to synthesize it. The reactants are: [Si]([O:18][CH2:19][CH2:20][N:21]1[C:25]([NH:26][C:27](=[O:44])[C@@H:28]([NH:37][CH2:38][C:39]2[N:40]=[CH:41][S:42][CH:43]=2)[CH2:29][C:30]2[CH:35]=[CH:34][C:33]([F:36])=[CH:32][CH:31]=2)=[CH:24][C:23]([C:45]2[CH:50]=[CH:49][N:48]=[C:47]([NH:51][CH3:52])[CH:46]=2)=[N:22]1)(C(C)(C)C)(C1C=CC=CC=1)C1C=CC=CC=1.CCCC[N+](CCCC)(CCCC)CCCC.[F-]. (4) Given the product [CH2:1]([O:8][NH:9][CH2:10][C:11]1([C:19]([OH:21])=[O:20])[CH2:14][CH:13]([CH2:15][CH2:16][CH2:17][CH3:18])[CH2:12]1)[C:2]1[CH:7]=[CH:6][CH:5]=[CH:4][CH:3]=1, predict the reactants needed to synthesize it. The reactants are: [CH2:1]([O:8][N:9]=[CH:10][C:11]1([C:19]([OH:21])=[O:20])[CH2:14][CH:13]([CH2:15][CH2:16][CH2:17][CH3:18])[CH2:12]1)[C:2]1[CH:7]=[CH:6][CH:5]=[CH:4][CH:3]=1.CN(C1C=CC(N=NC2C=CC(S(O)(=O)=O)=CC=2)=CC=1)C.Cl.C([BH3-])#N.[Na+]. (5) Given the product [CH3:25][S:23]([C:22]([S:21][CH3:20])=[CH:11][C:10]1[CH:13]=[CH:14][CH:15]=[C:16]([CH:17]([CH3:19])[CH3:18])[C:9]=1[O:8][CH2:1][C:2]1[CH:7]=[CH:6][CH:5]=[CH:4][CH:3]=1)=[O:24], predict the reactants needed to synthesize it. The reactants are: [CH2:1]([O:8][C:9]1[C:16]([CH:17]([CH3:19])[CH3:18])=[CH:15][CH:14]=[CH:13][C:10]=1[CH:11]=O)[C:2]1[CH:7]=[CH:6][CH:5]=[CH:4][CH:3]=1.[CH3:20][S:21][CH2:22][S:23]([CH3:25])=[O:24].O1CCCC1.[OH-].C([N+](C)(C)C)C1C=CC=CC=1. (6) Given the product [CH:1]([CH:4]1[CH2:9][NH:8][C:7]2[CH:11]=[CH:12][CH:13]=[C:14]([CH3:15])[C:6]=2[O:5]1)([CH3:3])[CH3:2], predict the reactants needed to synthesize it. The reactants are: [CH:1]([CH:4]1[C:9](=O)[NH:8][C:7]2[CH:11]=[CH:12][CH:13]=[C:14]([CH3:15])[C:6]=2[O:5]1)([CH3:3])[CH3:2].[H-].[Al+3].[Li+].[H-].[H-].[H-].[OH-].[Na+].S([O-])([O-])(=O)=O.[Mg+2].